From a dataset of Reaction yield outcomes from USPTO patents with 853,638 reactions. Predict the reaction yield, written as a fraction of the theoretical maximum amount of product (1.0 means a 100% yield; for example, 0.34 means a 34% yield). (1) The reactants are Cl.[NH2:2][CH2:3][CH:4]([NH:6][C:7](=[O:13])[O:8][C:9]([CH3:12])([CH3:11])[CH3:10])[CH3:5].CC([O-])(C)C.[Na+].C(O)(=O)C.[Br:24][C:25]1[CH:32]=[CH:31][C:28]([CH:29]=O)=[C:27]([F:33])[CH:26]=1.[BH-](OC(C)=O)(OC(C)=O)OC(C)=O.[Na+].C([O-])(O)=O.[Na+].[C:53](Cl)(=[O:62])[O:54][CH2:55][C:56]1[CH:61]=[CH:60][CH:59]=[CH:58][CH:57]=1. The catalyst is CO. The product is [Br:24][C:25]1[CH:32]=[CH:31][C:28]([CH2:29][N:2]([CH2:3][CH:4]([NH:6][C:7]([O:8][C:9]([CH3:12])([CH3:11])[CH3:10])=[O:13])[CH3:5])[C:53](=[O:62])[O:54][CH2:55][C:56]2[CH:61]=[CH:60][CH:59]=[CH:58][CH:57]=2)=[C:27]([F:33])[CH:26]=1. The yield is 0.750. (2) The reactants are [O:1]1[CH2:6][CH2:5][CH:4]([C:7]([C:9]2[CH:18]=[CH:17][C:12]([C:13]([O:15][CH3:16])=[O:14])=[CH:11][CH:10]=2)=O)[CH2:3][CH2:2]1.[F:19][C:20]([F:34])([F:33])[C:21]1[CH:22]=[N:23][N:24]([C:26]2[N:31]=[CH:30][C:29]([NH2:32])=[CH:28][CH:27]=2)[CH:25]=1.[B][B][B][B][B][B][B][B][B][B]. The catalyst is CO. The product is [O:1]1[CH2:6][CH2:5][CH:4]([CH:7]([NH:32][C:29]2[CH:30]=[N:31][C:26]([N:24]3[CH:25]=[C:21]([C:20]([F:34])([F:33])[F:19])[CH:22]=[N:23]3)=[CH:27][CH:28]=2)[C:9]2[CH:18]=[CH:17][C:12]([C:13]([O:15][CH3:16])=[O:14])=[CH:11][CH:10]=2)[CH2:3][CH2:2]1. The yield is 0.780. (3) The product is [CH3:18][O:17][C:14]1[CH:15]=[CH:16][C:11]([C:9]2[N:8]([CH2:19][O:20][CH2:21][CH2:22][Si:23]([CH3:26])([CH3:25])[CH3:24])[C:5]3=[N:6][CH:7]=[C:2]([C:41](=[O:44])[CH3:40])[N:3]=[C:4]3[CH:10]=2)=[CH:12][CH:13]=1. The catalyst is C1COCC1.O.C([O-])([O-])=O.[Na+].[Na+].CCOC(C)=O.CC(O)=O. The yield is 0.760. The reactants are Br[C:2]1[N:3]=[C:4]2[CH:10]=[C:9]([C:11]3[CH:16]=[CH:15][C:14]([O:17][CH3:18])=[CH:13][CH:12]=3)[N:8]([CH2:19][O:20][CH2:21][CH2:22][Si:23]([CH3:26])([CH3:25])[CH3:24])[C:5]2=[N:6][CH:7]=1.BrC1C(N)=NC=C(Br)N=1.C(C1C=C[C:41]([O:44]C)=[CH:40]C=1)#C.[Li]CCCC.CC(N(C)C)=O. (4) The reactants are [CH:1]1([O:5][C:6]2[C:15]([C:16]3[CH:17]=[N:18][NH:19][CH:20]=3)=[CH:14][CH:13]=[C:12]3[C:7]=2[CH2:8][CH2:9][C@H:10]([CH3:25])[N:11]3[C:21]([O:23][CH3:24])=[O:22])[CH2:4][CH2:3][CH2:2]1.CN(C)C=O.[H-].[Na+].[CH:33]12[O:39][CH:38]1[CH2:37][CH2:36][N:35]([C:40]([O:42][C:43]([CH3:46])([CH3:45])[CH3:44])=[O:41])[CH2:34]2. The catalyst is C(OCC)(=O)C. The product is [C:43]([O:42][C:40]([N:35]1[CH2:36][CH2:37][CH:38]([N:19]2[CH:20]=[C:16]([C:15]3[C:6]([O:5][CH:1]4[CH2:2][CH2:3][CH2:4]4)=[C:7]4[C:12](=[CH:13][CH:14]=3)[N:11]([C:21]([O:23][CH3:24])=[O:22])[C@@H:10]([CH3:25])[CH2:9][CH2:8]4)[CH:17]=[N:18]2)[CH:33]([OH:39])[CH2:34]1)=[O:41])([CH3:46])([CH3:44])[CH3:45]. The yield is 0.780. (5) The reactants are [CH3:1][C:2]([C:4]1[CH:5]=[CH:6][C:7]([OH:10])=[CH:8][CH:9]=1)=[O:3].[Br:11][C:12]1[CH:19]=[CH:18][C:15]([CH2:16]Br)=[CH:14][CH:13]=1.C(=O)([O-])[O-].[K+].[K+]. The catalyst is CC(C)=O. The product is [Br:11][C:12]1[CH:19]=[CH:18][C:15]([CH2:16][O:10][C:7]2[CH:8]=[CH:9][C:4]([C:2](=[O:3])[CH3:1])=[CH:5][CH:6]=2)=[CH:14][CH:13]=1. The yield is 0.960. (6) The reactants are ClC[SiH2][C:4]1[CH2:5][C:6]2[C:11]([CH:12]=1)=[CH:10][CH:9]=[CH:8][CH:7]=2.C1C[O:16][CH2:15][CH2:14]1. No catalyst specified. The product is [CH2:5]1[C:6]2[C:11](=[CH:10][CH:9]=[CH:8][CH:7]=2)[CH:12]=[C:4]1[CH2:14][CH2:15][OH:16]. The yield is 0.334. (7) The catalyst is C1C=CC=CC=1. The yield is 0.370. The product is [Cl:1][C:2]1[CH2:6][C:5]([CH3:7])([CH3:8])[CH2:4][C:3]=1/[CH:9]=[CH:16]/[C:14]([O:13][CH2:11][CH3:12])=[O:15]. The reactants are [Cl:1][C:2]1[CH2:6][C:5]([CH3:8])([CH3:7])[CH2:4][C:3]=1[CH:9]=O.[CH2:11]([O:13][C:14]([CH:16]=P(C1C=CC=CC=1)(C1C=CC=CC=1)C1C=CC=CC=1)=[O:15])[CH3:12]. (8) The reactants are [F:1][C:2]1[CH:3]=[CH:4][C:5]([CH2:8][O:9][C:10]2[CH:15]=[CH:14][N:13]([C:16]3[CH:21]=[CH:20][C:19]4[C:22]5[CH2:28][CH2:27][N:26](C(OC(C)(C)C)=O)[CH2:25][CH2:24][C:23]=5[S:36][C:18]=4[CH:17]=3)[C:12](=[O:37])[CH:11]=2)=[N:6][CH:7]=1.[ClH:38]. No catalyst specified. The product is [ClH:38].[F:1][C:2]1[CH:3]=[CH:4][C:5]([CH2:8][O:9][C:10]2[CH:15]=[CH:14][N:13]([C:16]3[CH:21]=[CH:20][C:19]4[C:22]5[CH2:28][CH2:27][NH:26][CH2:25][CH2:24][C:23]=5[S:36][C:18]=4[CH:17]=3)[C:12](=[O:37])[CH:11]=2)=[N:6][CH:7]=1. The yield is 0.390. (9) The reactants are [CH:1]1([C@H:4]2[C@H:13]([CH3:14])[C@@H:12]([NH:15][C:16]3[CH:21]=[CH:20][CH:19]=[C:18]([CH3:22])[N:17]=3)[C:11]3[C:6](=[CH:7][CH:8]=[C:9]([OH:23])[N:10]=3)[N:5]2[C:24](=[O:26])[CH3:25])[CH2:3][CH2:2]1.CCN(CC)CC.[F:34][C:35]([F:55])([F:54])[S:36](N(C1C=CC(Cl)=CN=1)[S:36]([C:35]([F:55])([F:54])[F:34])(=[O:38])=[O:37])(=[O:38])=[O:37]. The catalyst is CN(C1C=CN=CC=1)C.C(Cl)Cl. The product is [F:34][C:35]([F:55])([F:54])[S:36]([O:23][C:9]1[CH:8]=[CH:7][C:6]2[N:5]([C:24](=[O:26])[CH3:25])[CH:4]([CH:1]3[CH2:2][CH2:3]3)[CH:13]([CH3:14])[CH:12]([NH:15][C:16]3[CH:21]=[CH:20][CH:19]=[C:18]([CH3:22])[N:17]=3)[C:11]=2[N:10]=1)(=[O:38])=[O:37]. The yield is 0.800.